This data is from NCI-60 drug combinations with 297,098 pairs across 59 cell lines. The task is: Regression. Given two drug SMILES strings and cell line genomic features, predict the synergy score measuring deviation from expected non-interaction effect. (1) Drug 2: CCC1=C2CN3C(=CC4=C(C3=O)COC(=O)C4(CC)O)C2=NC5=C1C=C(C=C5)O. Synergy scores: CSS=28.5, Synergy_ZIP=2.53, Synergy_Bliss=6.57, Synergy_Loewe=-15.0, Synergy_HSA=6.40. Drug 1: CNC(=O)C1=CC=CC=C1SC2=CC3=C(C=C2)C(=NN3)C=CC4=CC=CC=N4. Cell line: MCF7. (2) Drug 2: C1C(C(OC1N2C=NC3=C(N=C(N=C32)Cl)N)CO)O. Synergy scores: CSS=3.45, Synergy_ZIP=-0.0657, Synergy_Bliss=-1.53, Synergy_Loewe=-4.37, Synergy_HSA=-4.05. Cell line: OVCAR-4. Drug 1: COC1=CC(=CC(=C1O)OC)C2C3C(COC3=O)C(C4=CC5=C(C=C24)OCO5)OC6C(C(C7C(O6)COC(O7)C8=CC=CS8)O)O. (3) Drug 1: C1=CC(=CC=C1CCC2=CNC3=C2C(=O)NC(=N3)N)C(=O)NC(CCC(=O)O)C(=O)O. Drug 2: C1=CN(C(=O)N=C1N)C2C(C(C(O2)CO)O)O.Cl. Cell line: HCT-15. Synergy scores: CSS=38.8, Synergy_ZIP=-2.26, Synergy_Bliss=-3.59, Synergy_Loewe=-4.25, Synergy_HSA=0.384.